From a dataset of Forward reaction prediction with 1.9M reactions from USPTO patents (1976-2016). Predict the product of the given reaction. (1) Given the reactants [NH2:1][C:2]1[N:7]=[C:6](S(C)=O)[C:5]([C:11]#[N:12])=[C:4]([N:13]2[CH:17]=[CH:16][CH:15]=[N:14]2)[N:3]=1.[ClH:18].NCC1C(Cl)=CC=C([C:28]([F:31])([F:30])[F:29])N=1.[CH2:32]1[CH2:42][CH2:41][N:40]2[C:35](=[N:36]CCC2)[CH2:34][CH2:33]1, predict the reaction product. The product is: [NH2:1][C:2]1[N:7]=[C:6]([NH:36][CH2:35][C:34]2[C:33]([Cl:18])=[CH:32][C:42]([C:28]([F:31])([F:30])[F:29])=[CH:41][N:40]=2)[C:5]([C:11]#[N:12])=[C:4]([N:13]2[CH:17]=[CH:16][CH:15]=[N:14]2)[N:3]=1. (2) The product is: [C:16]([O:15][C:13]([CH2:12][O:1][C:2]1[CH:7]=[CH:6][C:5]([CH2:8][CH2:9][OH:10])=[CH:4][CH:3]=1)=[O:14])([CH3:19])([CH3:18])[CH3:17]. Given the reactants [OH:1][C:2]1[CH:7]=[CH:6][C:5]([CH2:8][CH2:9][OH:10])=[CH:4][CH:3]=1.Br[CH2:12][C:13]([O:15][C:16]([CH3:19])([CH3:18])[CH3:17])=[O:14].C(=O)([O-])[O-].[K+].[K+], predict the reaction product. (3) Given the reactants ClC1C=CC(COC2C=CN(C3C=CC([O:22][CH2:23][CH2:24][N:25]4[CH2:29][CH2:28][C@H:27]([OH:30])[CH2:26]4)=CC=3)C(=O)C=2)=NC=1.[F:32][CH2:33][C@@H:34]1CCCN1C(OC(C)(C)C)=O.FCCO[C@@H]1CCN(C(OC(C)(C)C)=O)C1, predict the reaction product. The product is: [F:32][CH2:33][CH2:34][O:30][C@@H:27]1[CH2:28][CH2:29][N:25]([CH2:24][CH2:23][OH:22])[CH2:26]1. (4) Given the reactants [CH3:1][O:2][CH:3](Cl)Cl.[Br:6][C:7]1[CH:16]=[CH:15][C:14]2[C:9](=[CH:10][CH:11]=[C:12]([O:17]C)[CH:13]=2)[CH:8]=1.Cl, predict the reaction product. The product is: [Br:6][C:7]1[CH:8]=[C:9]2[C:14](=[CH:15][CH:16]=1)[C:13]([CH:12]=[O:17])=[C:3]([O:2][CH3:1])[CH:11]=[CH:10]2.